Dataset: Full USPTO retrosynthesis dataset with 1.9M reactions from patents (1976-2016). Task: Predict the reactants needed to synthesize the given product. (1) Given the product [N+:27]([C:18]1[CH:19]=[C:20]([CH:25]=[CH:26][C:17]=1[O:15][CH2:14][C:9]1([CH3:13])[CH2:10][CH2:11][CH2:12][NH:8]1)[C:21]([O:23][CH3:24])=[O:22])([O-:29])=[O:28], predict the reactants needed to synthesize it. The reactants are: C(OC([N:8]1[CH2:12][CH2:11][CH2:10][C:9]1([CH2:14][OH:15])[CH3:13])=O)(C)(C)C.O[C:17]1[CH:26]=[CH:25][C:20]([C:21]([O:23][CH3:24])=[O:22])=[CH:19][C:18]=1[N+:27]([O-:29])=[O:28].C1C=CC(P(C2C=CC=CC=2)C2C=CC=CC=2)=CC=1.CC(OC(/N=N/C(OC(C)C)=O)=O)C. (2) The reactants are: [CH2:1]([O:8][C:9]([NH:11][C@H:12]1[CH2:16][CH2:15][N:14]([C@H:17]2[CH2:22][CH2:21][N:20](C(OC(C)(C)C)=O)[CH2:19][C@H:18]2[C:30]([O:32][CH3:33])=[O:31])[C:13]1=[O:34])=[O:10])[C:2]1[CH:7]=[CH:6][CH:5]=[CH:4][CH:3]=1.C(O)(C(F)(F)F)=O. Given the product [CH2:1]([O:8][C:9]([NH:11][C@H:12]1[CH2:16][CH2:15][N:14]([C@H:17]2[CH2:22][CH2:21][NH:20][CH2:19][C@H:18]2[C:30]([O:32][CH3:33])=[O:31])[C:13]1=[O:34])=[O:10])[C:2]1[CH:7]=[CH:6][CH:5]=[CH:4][CH:3]=1, predict the reactants needed to synthesize it. (3) Given the product [C:26]([C:30]1[O:34][N:33]=[C:32]([C:35](=[O:39])[C:36](=[N:10][NH:5][C:4]2[CH:6]=[CH:7][CH:8]=[C:2]([Cl:1])[CH:3]=2)[C:37]#[N:38])[CH:31]=1)([CH3:29])([CH3:27])[CH3:28].[CH3:28][C:26]([C:30]1[O:34][N:33]=[C:32]([C:35](/[C:36](/[C:37]#[N:38])=[N:17]/[NH:5][C:4]2[CH:6]=[CH:7][CH:8]=[C:2]([Cl:1])[CH:3]=2)=[O:39])[CH:31]=1)([CH3:29])[CH3:27], predict the reactants needed to synthesize it. The reactants are: [Cl:1][C:2]1[CH:3]=[C:4]([CH:6]=[CH:7][CH:8]=1)[NH2:5].Cl.[NH2:10]C1C=CC=CC=1.[N:17]([O-])=O.[Na+].C([O-])(=O)C.[Na+].[C:26]([C:30]1[O:34][N:33]=[C:32]([C:35](=[O:39])[CH2:36][C:37]#[N:38])[CH:31]=1)([CH3:29])([CH3:28])[CH3:27]. (4) Given the product [CH:13]1([C:18](=[O:21])[CH2:19][CH2:20][C:2]2[CH:11]=[CH:10][C:5]([O:6][CH2:7][C:8]#[N:9])=[C:4]([F:12])[CH:3]=2)[CH2:17][CH2:16][CH2:15][CH2:14]1, predict the reactants needed to synthesize it. The reactants are: Br[C:2]1[CH:11]=[CH:10][C:5]([O:6][CH2:7][C:8]#[N:9])=[C:4]([F:12])[CH:3]=1.[CH:13]1([CH:18]([OH:21])[CH:19]=[CH2:20])[CH2:17][CH2:16][CH2:15][CH2:14]1.C(=O)(O)[O-].[Na+]. (5) Given the product [Cl:18][C:11]1[CH:12]=[C:13]2[C:8](=[CH:9][CH:10]=1)[NH:7][C:6]([C:4]([NH:39][C@@H:37]([C:33]1[CH:32]=[C:31]([CH:36]=[CH:35][CH:34]=1)[O:30][C:27]1[CH:28]=[CH:29][C:24]([CH2:23][CH2:22][C:21]([OH:41])=[O:20])=[C:25]([CH3:40])[CH:26]=1)[CH3:38])=[O:5])=[C:14]2[CH2:15][CH2:16][CH3:17], predict the reactants needed to synthesize it. The reactants are: C(O[C:4]([C:6]1[NH:7][C:8]2[C:13]([C:14]=1[CH2:15][CH2:16][CH3:17])=[CH:12][C:11]([Cl:18])=[CH:10][CH:9]=2)=[O:5])C.C[O:20][C:21](=[O:41])[CH2:22][CH2:23][C:24]1[CH:29]=[CH:28][C:27]([O:30][C:31]2[CH:36]=[CH:35][CH:34]=[C:33]([C@H:37]([NH2:39])[CH3:38])[CH:32]=2)=[CH:26][C:25]=1[CH3:40]. (6) The reactants are: [CH3:1][C:2]1[CH:7]=[CH:6][CH:5]=[CH:4][C:3]=1[C:8]1[CH:13]=[CH:12][C:11]([C:14]([OH:16])=O)=[CH:10][C:9]=1[C:17]([F:20])([F:19])[F:18].[NH2:21][C:22](=[N:42]O)[C:23]1[CH:32]=[C:31]2[C:26]([CH2:27][CH2:28][N:29]([CH2:33][CH2:34][C:35]([O:37][C:38]([CH3:41])([CH3:40])[CH3:39])=[O:36])[CH2:30]2)=[CH:25][CH:24]=1. Given the product [CH3:1][C:2]1[CH:7]=[CH:6][CH:5]=[CH:4][C:3]=1[C:8]1[CH:13]=[CH:12][C:11]([C:14]2[O:16][N:21]=[C:22]([C:23]3[CH:32]=[C:31]4[C:26]([CH2:27][CH2:28][N:29]([CH2:33][CH2:34][C:35]([O:37][C:38]([CH3:41])([CH3:40])[CH3:39])=[O:36])[CH2:30]4)=[CH:25][CH:24]=3)[N:42]=2)=[CH:10][C:9]=1[C:17]([F:20])([F:18])[F:19], predict the reactants needed to synthesize it. (7) Given the product [CH3:20][O:19][C:18]1[CH:17]=[CH:16][C:4]([C:5]([N:7]2[CH2:15][C:14]3[C:9](=[CH:10][CH:11]=[CH:12][CH:13]=3)[CH2:8]2)=[O:6])=[CH:3][C:2]=1[C:22]#[C:21][C:23]1[CH:28]=[CH:27][CH:26]=[C:25]([O:29][CH3:30])[CH:24]=1, predict the reactants needed to synthesize it. The reactants are: I[C:2]1[CH:3]=[C:4]([CH:16]=[CH:17][C:18]=1[O:19][CH3:20])[C:5]([N:7]1[CH2:15][C:14]2[C:9](=[CH:10][CH:11]=[CH:12][CH:13]=2)[CH2:8]1)=[O:6].[C:21]([C:23]1[CH:24]=[C:25]([O:29][CH3:30])[CH:26]=[CH:27][CH:28]=1)#[CH:22].